From a dataset of Full USPTO retrosynthesis dataset with 1.9M reactions from patents (1976-2016). Predict the reactants needed to synthesize the given product. (1) The reactants are: O[CH2:2][C:3]1[C:12]([C:13]2[CH:18]=[CH:17][C:16]([O:19][CH2:20][O:21][CH3:22])=[CH:15][C:14]=2[O:23][CH3:24])=[CH:11][CH:10]=[C:9]2[C:4]=1[C:5]([CH3:27])=[CH:6][C:7]([CH3:26])([CH3:25])[NH:8]2.C(N(CC)CC)C.CS([Cl:39])(=O)=O.C(Cl)(Cl)Cl. Given the product [Cl:39][CH2:2][C:3]1[C:12]([C:13]2[CH:18]=[CH:17][C:16]([O:19][CH2:20][O:21][CH3:22])=[CH:15][C:14]=2[O:23][CH3:24])=[CH:11][CH:10]=[C:9]2[C:4]=1[C:5]([CH3:27])=[CH:6][C:7]([CH3:26])([CH3:25])[NH:8]2, predict the reactants needed to synthesize it. (2) Given the product [CH:1]([C:4]1[CH:5]=[C:6]([CH:20]=[CH:21][C:22]=1[O:23][CH2:24][O:25][CH3:26])[CH2:7][C:8]1[C:16]([CH3:17])=[CH:15][C:11]([CH2:12][OH:13])=[C:10]([CH3:18])[C:9]=1[CH3:19])([CH3:3])[CH3:2], predict the reactants needed to synthesize it. The reactants are: [CH:1]([C:4]1[CH:5]=[C:6]([CH:20]=[CH:21][C:22]=1[O:23][CH2:24][O:25][CH3:26])[CH2:7][C:8]1[C:16]([CH3:17])=[CH:15][C:11]([C:12]([O-])=[O:13])=[C:10]([CH3:18])[C:9]=1[CH3:19])([CH3:3])[CH3:2].CC(C[AlH]CC(C)C)C.[F-].[Na+]. (3) Given the product [Cl:4][C:12]1[CH:11]=[C:10]2[C:15](=[CH:14][CH:13]=1)[O:6][CH2:7][C@H:8]([NH:16][C:17](=[O:22])[C:18]([F:21])([F:19])[F:20])[CH2:9]2, predict the reactants needed to synthesize it. The reactants are: S(Cl)([Cl:4])(=O)=O.[O:6]1[C:15]2[C:10](=[CH:11][CH:12]=[CH:13][CH:14]=2)[CH2:9][C@@H:8]([NH:16][C:17](=[O:22])[C:18]([F:21])([F:20])[F:19])[CH2:7]1.C(=O)([O-])O.[Na+]. (4) Given the product [CH:14]1([C:11]2[NH:12][N:13]=[C:9]([NH:8][C:6]3[CH:5]=[CH:4][N:3]=[C:2]([NH:33][CH2:32][C:27]4[CH:28]=[CH:29][CH:30]=[C:31]5[C:26]=4[CH:25]=[N:24][N:23]5[CH:18]4[CH2:19][CH2:20][CH2:21][CH2:22][O:17]4)[N:7]=3)[CH:10]=2)[CH2:16][CH2:15]1, predict the reactants needed to synthesize it. The reactants are: Cl[C:2]1[N:7]=[C:6]([NH:8][C:9]2[NH:13][N:12]=[C:11]([CH:14]3[CH2:16][CH2:15]3)[CH:10]=2)[CH:5]=[CH:4][N:3]=1.[O:17]1[CH2:22][CH2:21][CH2:20][CH2:19][CH:18]1[N:23]1[C:31]2[C:26](=[C:27]([CH2:32][NH2:33])[CH:28]=[CH:29][CH:30]=2)[CH:25]=[N:24]1.CCN(C(C)C)C(C)C. (5) Given the product [C:1]([O:5][C:6](=[O:27])[NH:7][C:8]1[CH:13]=[CH:12][CH:11]=[CH:10][C:9]=1[NH:14][C:15](=[O:26])[C:16]1[CH:17]=[CH:18][C:19]([CH:22]([NH:25][C:33](=[O:34])[C:32]2[CH:36]=[CH:37][C:38]([O:39][CH3:40])=[C:30]([O:29][CH3:28])[CH:31]=2)[CH2:23][OH:24])=[CH:20][CH:21]=1)([CH3:4])([CH3:2])[CH3:3], predict the reactants needed to synthesize it. The reactants are: [C:1]([O:5][C:6](=[O:27])[NH:7][C:8]1[CH:13]=[CH:12][CH:11]=[CH:10][C:9]=1[NH:14][C:15](=[O:26])[C:16]1[CH:21]=[CH:20][C:19]([CH:22]([NH2:25])[CH2:23][OH:24])=[CH:18][CH:17]=1)([CH3:4])([CH3:3])[CH3:2].[CH3:28][O:29][C:30]1[CH:31]=[C:32]([CH:36]=[CH:37][C:38]=1[O:39][CH3:40])[C:33](Cl)=[O:34].CCN(CC)CC.[NH4+].[Cl-]. (6) Given the product [CH:21]1([N:18]2[CH2:17][CH2:16][C:15]3[CH:28]=[CH:29][C:12]([O:11][C:8]4[N:9]=[CH:10][C:5]([C:3]([NH:2][CH3:1])=[O:4])=[N:6][CH:7]=4)=[CH:13][C:14]=3[CH2:20][CH2:19]2)[CH2:32][CH2:31][CH2:30][CH2:34]1, predict the reactants needed to synthesize it. The reactants are: [CH3:1][NH:2][C:3]([C:5]1[N:6]=[CH:7][C:8]([O:11][C:12]2[CH:29]=[CH:28][C:15]3[CH2:16][CH2:17][N:18]([C:21](OC(C)(C)C)=O)[CH2:19][CH2:20][C:14]=3[CH:13]=2)=[N:9][CH:10]=1)=[O:4].[C:30]1(=O)[CH2:34]C[CH2:32][CH2:31]1. (7) Given the product [O:1]=[C:2]([C@H:16]([CH3:32])[C@@H:17]([O:23][C:24]([O:26][CH2:27][C:28]([Cl:29])([Cl:30])[Cl:31])=[O:25])[C@@H:18]([CH3:22])[CH2:19][CH:20]=[CH2:21])[C:3]([CH3:14])([CH3:15])[C@@H:4]([O:13][Si:40]([CH2:43][CH3:44])([CH2:41][CH3:42])[CH2:38][CH3:39])[CH2:5][C:6]([O:8][C:9]([CH3:12])([CH3:11])[CH3:10])=[O:7], predict the reactants needed to synthesize it. The reactants are: [O:1]=[C:2]([C@H:16]([CH3:32])[C@@H:17]([O:23][C:24]([O:26][CH2:27][C:28]([Cl:31])([Cl:30])[Cl:29])=[O:25])[C@@H:18]([CH3:22])[CH2:19][CH:20]=[CH2:21])[C:3]([CH3:15])([CH3:14])[C@@H:4]([OH:13])[CH2:5][C:6]([O:8][C:9]([CH3:12])([CH3:11])[CH3:10])=[O:7].N1C=CN=C1.[CH2:38]([Si:40](Cl)([CH2:43][CH3:44])[CH2:41][CH3:42])[CH3:39].O. (8) The reactants are: [CH2:1]([N:8]([CH2:25][C:26]1[CH:31]=[CH:30][C:29]([O:32][C:33]2[CH:38]=[CH:37][CH:36]=[C:35](O)[CH:34]=2)=[CH:28][CH:27]=1)[C:9]1[C:10]([CH3:24])=[C:11]([N:15](S(C)(=O)=O)[S:16]([CH3:19])(=[O:18])=[O:17])[CH:12]=[CH:13][CH:14]=1)[C:2]1[CH:7]=[CH:6][CH:5]=[CH:4][CH:3]=1.[N:40]1[CH:45]=[CH:44][CH:43]=[C:42]([CH2:46][CH2:47][OH:48])[CH:41]=1.C1C=CC(P(C2C=CC=CC=2)C2C=CC=CC=2)=CC=1.C1C=CC(COC(/N=N/C(OCC2C=CC=CC=2)=O)=O)=CC=1.C([O-])([O-])=O.[K+].[K+]. Given the product [CH2:1]([N:8]([CH2:25][C:26]1[CH:27]=[CH:28][C:29]([O:32][C:33]2[CH:38]=[CH:37][CH:36]=[C:35]([O:48][CH2:47][CH2:46][C:42]3[CH:41]=[N:40][CH:45]=[CH:44][CH:43]=3)[CH:34]=2)=[CH:30][CH:31]=1)[C:9]1[C:10]([CH3:24])=[C:11]([NH:15][S:16]([CH3:19])(=[O:18])=[O:17])[CH:12]=[CH:13][CH:14]=1)[C:2]1[CH:3]=[CH:4][CH:5]=[CH:6][CH:7]=1, predict the reactants needed to synthesize it. (9) Given the product [NH2:20][C:21]1[C:29]([O:30][CH3:31])=[CH:28][C:24]([C:25]([NH:8][CH:9]2[CH2:14][CH2:13][N:12]([CH3:15])[CH2:11][CH2:10]2)=[O:27])=[C:23]([Cl:32])[CH:22]=1, predict the reactants needed to synthesize it. The reactants are: NC1C=CC(C([NH:8][CH:9]2[CH2:14][CH2:13][N:12]([CH2:15]C)[CH2:11][CH2:10]2)=O)=CC=1Cl.[NH2:20][C:21]1[C:29]([O:30][CH3:31])=[CH:28][C:24]([C:25]([OH:27])=O)=[C:23]([Cl:32])[CH:22]=1.CN1CCC(N)CC1.